This data is from Full USPTO retrosynthesis dataset with 1.9M reactions from patents (1976-2016). The task is: Predict the reactants needed to synthesize the given product. Given the product [Br:13][C:7]1[CH:8]=[C:9]2[C:4](=[CH:5][CH:6]=1)[N:3]=[C:2]([NH:1][C:14](=[O:16])[CH3:15])[CH:11]=[C:10]2[OH:12], predict the reactants needed to synthesize it. The reactants are: [NH2:1][C:2]1[CH:11]=[C:10]([OH:12])[C:9]2[C:4](=[CH:5][CH:6]=[C:7]([Br:13])[CH:8]=2)[N:3]=1.[C:14](OC(=O)C)(=[O:16])[CH3:15].S(=O)(=O)(O)O.O.